Dataset: Reaction yield outcomes from USPTO patents with 853,638 reactions. Task: Predict the reaction yield, written as a fraction of the theoretical maximum amount of product (1.0 means a 100% yield; for example, 0.34 means a 34% yield). (1) The reactants are Cl[C:2]1[N:7]=[C:6]([NH:8][C:9]2[NH:10][N:11]=[C:12]([O:14][CH:15]([CH3:17])[CH3:16])[CH:13]=2)[CH:5]=[CH:4][N:3]=1.[N:18]1[CH:23]=[CH:22][CH:21]=[N:20][C:19]=1[C:24]1[CH:28]=[C:27]([CH2:29][NH2:30])[O:26][N:25]=1.C(O)(C(F)(F)F)=O. The catalyst is COCCO.CN(C=O)C. The product is [CH3:16][CH:15]([O:14][C:12]1[CH:13]=[C:9]([NH:8][C:6]2[CH:5]=[CH:4][N:3]=[C:2]([NH:30][CH2:29][C:27]3[O:26][N:25]=[C:24]([C:19]4[N:20]=[CH:21][CH:22]=[CH:23][N:18]=4)[CH:28]=3)[N:7]=2)[NH:10][N:11]=1)[CH3:17]. The yield is 0.220. (2) The reactants are C(Cl)(=O)[C:2]([Cl:4])=[O:3].CS(C)=O.CC(C)(C)C([NH:15][C:16]1[N:21]=[C:20](F)[C:19]([CH:23]([OH:39])[CH2:24][CH2:25][CH:26]2[CH2:31][CH2:30][N:29](C(OC(C)(C)C)=O)[CH2:28][CH2:27]2)=[CH:18][CH:17]=1)=O.C(N(CC)CC)C.[Cl:49]CCl. No catalyst specified. The product is [ClH:4].[NH2:15][C:16]1[N:21]=[C:20]([O:3][CH3:2])[C:19]([C:23](=[O:39])[CH2:24][CH2:25][CH:26]2[CH2:27][CH2:28][NH:29][CH2:30][CH2:31]2)=[CH:18][C:17]=1[Cl:49]. The yield is 0.730. (3) The reactants are [F:1][C:2]1[CH:24]=[CH:23][C:5]([O:6][C:7]2[CH:8]=[C:9]3[C:13](=[CH:14][C:15]=2[C:16]([NH2:18])=[O:17])[N:12]([CH2:19][CH:20]([CH3:22])[CH3:21])[N:11]=[CH:10]3)=[CH:4][CH:3]=1.C(N1C=CN=C1)(N1C=CN=C1)=O.[C:37]([O:41][C:42]([N:44]1[CH2:48][CH2:47][CH:46](N)[CH2:45]1)=[O:43])([CH3:40])([CH3:39])[CH3:38]. The catalyst is C1COCC1. The product is [C:37]([O:41][C:42]([N:44]1[CH2:48][CH2:47][CH:46]([NH:18][C:16]([C:15]2[CH:14]=[C:13]3[C:9]([CH:10]=[N:11][N:12]3[CH2:19][CH:20]([CH3:22])[CH3:21])=[CH:8][C:7]=2[O:6][C:5]2[CH:23]=[CH:24][C:2]([F:1])=[CH:3][CH:4]=2)=[O:17])[CH2:45]1)=[O:43])([CH3:40])([CH3:38])[CH3:39]. The yield is 0.940. (4) The reactants are [Cl:1][C:2]1[CH:3]=[C:4]([OH:8])[CH:5]=[N:6][CH:7]=1.[H-].[Na+].[Cl:11][CH2:12][CH2:13][CH2:14]I.[Na+].[Cl-]. The catalyst is CN(C)C=O.O. The product is [Cl:1][C:2]1[CH:7]=[N:6][CH:5]=[C:4]([O:8][CH2:14][CH2:13][CH2:12][Cl:11])[CH:3]=1. The yield is 0.730. (5) The reactants are [Br:1][C:2]1[CH:7]=[CH:6][C:5]([CH2:8][CH:9]([NH2:11])[CH3:10])=[C:4]([Cl:12])[CH:3]=1.[F:13][CH:14]([F:24])[C:15]1[C:19]([C:20](O)=[O:21])=[CH:18][N:17]([CH3:23])[N:16]=1.N1C=CC=CC=1.P(Cl)(Cl)(Cl)=O. The catalyst is O. The product is [Br:1][C:2]1[CH:7]=[CH:6][C:5]([CH2:8][CH:9]([NH:11][C:20]([C:19]2[C:15]([CH:14]([F:24])[F:13])=[N:16][N:17]([CH3:23])[CH:18]=2)=[O:21])[CH3:10])=[C:4]([Cl:12])[CH:3]=1. The yield is 0.590. (6) The catalyst is [Fe].O. The product is [NH2:1][C:4]1[CH:5]=[CH:6][C:7]([S:10]([N:13]2[CH2:14][CH2:15][CH:16]([NH:19][C:20](=[O:23])[CH:21]=[CH2:22])[CH2:17][CH2:18]2)(=[O:11])=[O:12])=[CH:8][CH:9]=1. The reactants are [N+:1]([C:4]1[CH:9]=[CH:8][C:7]([S:10]([N:13]2[CH2:18][CH2:17][CH:16]([NH:19][C:20](=[O:23])[CH:21]=[CH2:22])[CH2:15][CH2:14]2)(=[O:12])=[O:11])=[CH:6][CH:5]=1)([O-])=O.C(O)C.[Cl-].[NH4+]. The yield is 0.510.